From a dataset of Reaction yield outcomes from USPTO patents with 853,638 reactions. Predict the reaction yield, written as a fraction of the theoretical maximum amount of product (1.0 means a 100% yield; for example, 0.34 means a 34% yield). (1) The reactants are [C:1]([C:3]1[CH:4]=[C:5](Br)[CH:6]=[C:7]([F:9])[CH:8]=1)#[N:2].[NH:11]1[C:19]2[C:14](=[CH:15][CH:16]=[CH:17][CH:18]=2)[C:13]2([CH:23](B(O)O)[CH2:22][CH2:21][CH2:20]2)[C:12]1=[O:27].C(=O)([O-])[O-].[Na+].[Na+].[OH-].[Na+]. The catalyst is COCCOC.O. The product is [C:1]([C:3]1[CH:4]=[C:5]([C:16]2[CH:15]=[C:14]3[C:19](=[CH:18][CH:17]=2)[NH:11][C:12](=[O:27])[C:13]23[CH2:23][CH2:22][CH2:21][CH2:20]2)[CH:6]=[C:7]([F:9])[CH:8]=1)#[N:2]. The yield is 0.440. (2) The reactants are O1CCCC1.[F:6][C:7]1[CH:24]=[CH:23][CH:22]=[CH:21][C:8]=1[O:9][C:10]1[CH:15]=[CH:14][C:13]([CH2:16][C:17](Cl)=[N:18][OH:19])=[CH:12][CH:11]=1.[C:25]([C:27]1[C:28]([NH2:34])=[N:29][C:30]([NH2:33])=[CH:31][CH:32]=1)#[CH:26].C(N(CC)CC)C. The catalyst is O. The product is [F:6][C:7]1[CH:24]=[CH:23][CH:22]=[CH:21][C:8]=1[O:9][C:10]1[CH:15]=[CH:14][C:13]([CH2:16][C:17]2[CH:26]=[C:25]([C:27]3[C:28]([NH2:34])=[N:29][C:30]([NH2:33])=[CH:31][CH:32]=3)[O:19][N:18]=2)=[CH:12][CH:11]=1. The yield is 0.492. (3) The reactants are [Br:1][C:2]1[C:3]([F:12])=[C:4]([CH:8]=[C:9]([Cl:11])[CH:10]=1)[C:5]([OH:7])=[O:6].[CH3:13]O.OS(O)(=O)=O. No catalyst specified. The product is [Br:1][C:2]1[C:3]([F:12])=[C:4]([CH:8]=[C:9]([Cl:11])[CH:10]=1)[C:5]([O:7][CH3:13])=[O:6]. The yield is 0.910. (4) The reactants are Br[CH2:2][C:3](=O)[CH2:4]Br.[NH2:7][C:8]([NH2:10])=[S:9].[CH3:11][OH:12]. The catalyst is C(OCC)C. The product is [CH3:11][O:12][CH2:2][C:3]1[N:7]=[C:8]([NH2:10])[S:9][CH:4]=1. The yield is 0.0900. (5) The reactants are O=[C:2]([N:12]([CH3:21])[C:13]1[CH:18]=[CH:17][C:16]([O:19][CH3:20])=[CH:15][CH:14]=1)[C@@H:3]1[O:9][C@H:8]([CH2:10][OH:11])[C@@H:6]([OH:7])[C@H:4]1[OH:5].[H-].[Al+3].[Li+].[H-].[H-].[H-]. The catalyst is C1COCC1. The product is [OH:11][CH2:10][C@@H:8]1[C@@H:6]([OH:7])[C@@H:4]([OH:5])[CH:3]([CH2:2][N:12]([C:13]2[CH:18]=[CH:17][C:16]([O:19][CH3:20])=[CH:15][CH:14]=2)[CH3:21])[O:9]1. The yield is 0.250. (6) The reactants are [C:1]([O:5][C:6]([NH:8][C@@H:9]([CH2:13][C:14]1[CH:23]=[CH:22][C:21]2[C:16](=[CH:17][CH:18]=[CH:19][CH:20]=2)[CH:15]=1)[C:10]([OH:12])=O)=[O:7])([CH3:4])([CH3:3])[CH3:2].C(N)C[C:26]1[CH:31]=CC=[CH:28][CH:27]=1.C1C=C[C:36]2N(O)N=[N:39][C:37]=2C=1.[CH2:43](Cl)[CH2:44]Cl.CN1CCOCC1. No catalyst specified. The product is [C:1]([O:5][C:6](=[O:7])[NH:8][C@H:9]([C:10](=[O:12])[NH:39][CH2:37][CH2:36][C:44]1[CH:43]=[CH:28][CH:27]=[CH:26][CH:31]=1)[CH2:13][C:14]1[CH:23]=[CH:22][C:21]2[C:16](=[CH:17][CH:18]=[CH:19][CH:20]=2)[CH:15]=1)([CH3:3])([CH3:2])[CH3:4]. The yield is 0.960. (7) The reactants are [CH3:1][N:2]1[C:10]2[N:9]=[C:8]([CH2:11][C:12]3[CH:17]=[CH:16][CH:15]=[C:14]([O:18][C:19]([F:22])([F:21])[F:20])[CH:13]=3)[N:7]([CH2:23][C:24]3[CH:29]=[CH:28][CH:27]=[CH:26][N:25]=3)[C:6]=2[C:5](=[O:30])[NH:4][C:3]1=[O:31].CC1C=CC(S(O[CH2:43][CH2:44][CH:45]([OH:47])[CH3:46])(=O)=O)=CC=1.C(=O)([O-])[O-].[K+].[K+]. The catalyst is CN(C=O)C.CCCC[N+](CCCC)(CCCC)CCCC.[I-]. The product is [OH:47][CH:45]([CH3:46])[CH2:44][CH2:43][N:4]1[C:5](=[O:30])[C:6]2[N:7]([CH2:23][C:24]3[CH:29]=[CH:28][CH:27]=[CH:26][N:25]=3)[C:8]([CH2:11][C:12]3[CH:17]=[CH:16][CH:15]=[C:14]([O:18][C:19]([F:22])([F:21])[F:20])[CH:13]=3)=[N:9][C:10]=2[N:2]([CH3:1])[C:3]1=[O:31]. The yield is 0.320.